This data is from Forward reaction prediction with 1.9M reactions from USPTO patents (1976-2016). The task is: Predict the product of the given reaction. (1) Given the reactants [C:1]([C@@H:4]([C@H:6]([C:8](O)=O)O)O)(O)=O.[CH3:11][C@@H:12]1CC[CH2:14][NH:13]1.[N+:17]([C:20]1[CH:25]=[CH:24][CH:23]=[CH:22][CH:21]=1)([O-:19])=[O:18].C(=O)([O-])[O-].[K+].[K+], predict the reaction product. The product is: [CH3:1][C@@H:4]1[CH2:6][CH2:8][CH2:14][N:13]1[CH2:12][CH2:11][C:23]1[CH:24]=[CH:25][C:20]([N+:17]([O-:19])=[O:18])=[CH:21][CH:22]=1. (2) The product is: [CH2:2]([O:4][C:5]([C:7]1[C:11]([CH3:12])=[C:10]([C:13]2[CH:18]=[CH:17][CH:16]=[C:15]([NH:19][N:23]=[C:39]3[C:40](=[O:41])[N:36]([C:32]4[CH:31]=[C:30]5[C:35](=[CH:34][CH:33]=4)[CH2:27][CH2:28][CH2:29]5)[N:37]=[C:38]3[CH3:42])[C:14]=2[OH:20])[N:9]([CH3:21])[C:8]=1[CH3:22])=[O:6])[CH3:3]. Given the reactants Br.[CH2:2]([O:4][C:5]([C:7]1[C:11]([CH3:12])=[C:10]([C:13]2[CH:18]=[CH:17][CH:16]=[C:15]([NH2:19])[C:14]=2[OH:20])[N:9]([CH3:21])[C:8]=1[CH3:22])=[O:6])[CH3:3].[N:23]([O-])=O.[Na+].[CH2:27]1[C:35]2[C:30](=[CH:31][C:32]([N:36]3[C:40](=[O:41])[CH2:39][C:38]([CH3:42])=[N:37]3)=[CH:33][CH:34]=2)[CH2:29][CH2:28]1.C(=O)(O)[O-].[Na+], predict the reaction product. (3) Given the reactants O=[C:2]1[CH2:6][CH2:5][CH2:4][CH:3]1[C:7]#[N:8].C([O-])(=O)C.[Na+].Cl.[CH:15]([NH:18][NH2:19])([CH3:17])[CH3:16], predict the reaction product. The product is: [CH:15]([N:18]1[C:7]([NH2:8])=[C:3]2[CH2:4][CH2:5][CH2:6][C:2]2=[N:19]1)([CH3:17])[CH3:16]. (4) Given the reactants [CH2:1]([O:5][C:6]1[CH:13]=[C:12]([C:14]([F:17])([F:16])[F:15])[CH:11]=[CH:10][C:7]=1[CH:8]=O)[CH2:2][CH2:3][CH3:4].C1(P(=[CH:37][C:38]([O:40][CH3:41])=[O:39])(C2C=CC=CC=2)C2C=CC=CC=2)C=CC=CC=1, predict the reaction product. The product is: [CH3:41][O:40][C:38](=[O:39])[CH:37]=[CH:8][C:7]1[CH:10]=[CH:11][C:12]([C:14]([F:17])([F:16])[F:15])=[CH:13][C:6]=1[O:5][CH2:1][CH2:2][CH2:3][CH3:4]. (5) Given the reactants [CH3:1][O:2][C:3]1[CH:4]=[CH:5][C:6]2[CH2:12][C:11](OC)([O:13]C)[CH2:10][CH2:9][CH2:8][C:7]=2[CH:17]=1.O.C1(C)C=CC(S(O)(=O)=O)=CC=1.CC(C)=O, predict the reaction product. The product is: [CH3:1][O:2][C:3]1[CH:4]=[CH:5][C:6]2[CH2:12][C:11](=[O:13])[CH2:10][CH2:9][CH2:8][C:7]=2[CH:17]=1. (6) Given the reactants [C:1]([O:5][C:6]([N:8]1[CH2:13][CH2:12][C:11]([CH2:34][C:35](O)=[O:36])([NH:14][C:15]([C:17]2[CH:22]=[CH:21][C:20]([CH:23]3[CH2:25][CH2:24]3)=[C:19]([CH2:26][C:27]3[CH:32]=[CH:31][C:30]([F:33])=[CH:29][CH:28]=3)[N:18]=2)=[O:16])[CH2:10][CH2:9]1)=[O:7])([CH3:4])([CH3:3])[CH3:2].C1N=C[N:40](C(N2C=NC=C2)=O)C=1.N, predict the reaction product. The product is: [NH2:40][C:35](=[O:36])[CH2:34][C:11]1([NH:14][C:15]([C:17]2[CH:22]=[CH:21][C:20]([CH:23]3[CH2:25][CH2:24]3)=[C:19]([CH2:26][C:27]3[CH:28]=[CH:29][C:30]([F:33])=[CH:31][CH:32]=3)[N:18]=2)=[O:16])[CH2:12][CH2:13][N:8]([C:6]([O:5][C:1]([CH3:3])([CH3:4])[CH3:2])=[O:7])[CH2:9][CH2:10]1.